Dataset: Catalyst prediction with 721,799 reactions and 888 catalyst types from USPTO. Task: Predict which catalyst facilitates the given reaction. Reactant: [Cl:1][C:2]1[CH:3]=[C:4]([C:9]([C:12]2[N:16]([C:17]3[CH:22]=[CH:21][C:20]([F:23])=[C:19]([O:24][CH3:25])[CH:18]=3)[C:15]([S:26][CH2:27][C:28]3[CH:29]=[CH:30][C:31]([C:38]#[C:39][CH2:40][OH:41])=[C:32]([CH:37]=3)[C:33]([O:35][CH3:36])=[O:34])=[N:14][CH:13]=2)([CH3:11])[CH3:10])[CH:5]=[CH:6][C:7]=1[Cl:8].[H][H]. Product: [Cl:1][C:2]1[CH:3]=[C:4]([C:9]([C:12]2[N:16]([C:17]3[CH:22]=[CH:21][C:20]([F:23])=[C:19]([O:24][CH3:25])[CH:18]=3)[C:15]([S:26][CH2:27][C:28]3[CH:29]=[CH:30][C:31]([CH2:38][CH2:39][CH2:40][OH:41])=[C:32]([CH:37]=3)[C:33]([O:35][CH3:36])=[O:34])=[N:14][CH:13]=2)([CH3:11])[CH3:10])[CH:5]=[CH:6][C:7]=1[Cl:8]. The catalyst class is: 856.